Dataset: Forward reaction prediction with 1.9M reactions from USPTO patents (1976-2016). Task: Predict the product of the given reaction. (1) Given the reactants [CH3:1][O:2][C:3]1[CH:4]=[C:5]2[C:10](=[CH:11][C:12]=1[O:13][CH3:14])[N:9]=[CH:8][CH:7]=[C:6]2[O:15][C:16]1[CH:22]=[CH:21][C:19]([NH2:20])=[CH:18][CH:17]=1.Cl[C:24](Cl)([O:26][C:27](=[O:33])OC(Cl)(Cl)Cl)Cl.C[C:36]1[CH:41]=[CH:40][CH:39]=[C:38]([CH3:42])[C:37]=1O.C(=O)(O)[O-].[Na+], predict the reaction product. The product is: [CH3:1][O:2][C:3]1[CH:4]=[C:5]2[C:10](=[CH:11][C:12]=1[O:13][CH3:14])[N:9]=[CH:8][CH:7]=[C:6]2[O:15][C:16]1[CH:22]=[CH:21][C:19]([NH:20][C:27](=[O:33])[O:26][C:24]2[C:40]([CH3:39])=[CH:41][CH:36]=[CH:37][C:38]=2[CH3:42])=[CH:18][CH:17]=1. (2) Given the reactants Cl[C:2]1[C:7]2[CH2:8][N:9]([CH:12]([C:14]3[CH:19]=[CH:18][C:17]([O:20][CH2:21][CH:22]([F:24])[F:23])=[C:16]([Cl:25])[CH:15]=3)[CH3:13])[C:10](=[O:11])[C:6]=2[CH:5]=[CH:4][N:3]=1.[CH:26]([O:28][C:29]1[CH:34]=[CH:33][CH:32]=[CH:31][CH:30]=1)=[O:27], predict the reaction product. The product is: [Cl:25][C:16]1[CH:15]=[C:14]([CH:12]([N:9]2[C:10](=[O:11])[C:6]3[CH:5]=[CH:4][N:3]=[C:2]([C:26]([O:28][C:29]4[CH:34]=[CH:33][CH:32]=[CH:31][CH:30]=4)=[O:27])[C:7]=3[CH2:8]2)[CH3:13])[CH:19]=[CH:18][C:17]=1[O:20][CH2:21][CH:22]([F:24])[F:23]. (3) Given the reactants [Cl:1][C:2]1[CH:32]=[CH:31][C:5]([CH2:6][NH:7][C:8](=[O:30])[CH2:9][C@@H:10]2CC=C[CH2:18][CH2:17][C:16](=[O:22])[O:15][C@H:14]([C:23]3[CH:28]=[CH:27][CH:26]=[CH:25][CH:24]=3)[CH2:13][NH:12][C:11]2=[O:29])=[CH:4][CH:3]=1.C[N+]1([O-])CC[O:37]CC1.C[C:42]([OH:45])([CH3:44])[CH3:43], predict the reaction product. The product is: [Cl:1][C:2]1[CH:32]=[CH:31][C:5]([CH2:6][NH:7][C:8](=[O:30])[CH2:9][C@@H:10]2[CH2:44][C@@H:42]([OH:45])[C@H:43]([OH:37])[CH2:18][CH2:17][C:16](=[O:22])[O:15][C@H:14]([C:23]3[CH:28]=[CH:27][CH:26]=[CH:25][CH:24]=3)[CH2:13][NH:12][C:11]2=[O:29])=[CH:4][CH:3]=1. (4) Given the reactants [CH2:1]([O:8][CH:9]([CH3:23])[CH:10]([N:14]([C:16]([O:18][C:19]([CH3:22])([CH3:21])[CH3:20])=[O:17])[CH3:15])[C:11]([OH:13])=O)[C:2]1[CH:7]=[CH:6][CH:5]=[CH:4][CH:3]=1.[C@H:24]1([NH2:34])[C:33]2[C:28](=[CH:29][CH:30]=[CH:31][CH:32]=2)[CH2:27][CH2:26][CH2:25]1.Cl.C(N=C=NCCCN(C)C)C.O.ON1C2C=CC=CC=2N=N1.CN1CCOCC1, predict the reaction product. The product is: [C:19]([O:18][C:16](=[O:17])[N:14]([CH:10]([C:11](=[O:13])[NH:34][CH:24]1[C:33]2[C:28](=[CH:29][CH:30]=[CH:31][CH:32]=2)[CH2:27][CH2:26][CH2:25]1)[CH:9]([O:8][CH2:1][C:2]1[CH:3]=[CH:4][CH:5]=[CH:6][CH:7]=1)[CH3:23])[CH3:15])([CH3:22])([CH3:21])[CH3:20].